Predict the product of the given reaction. From a dataset of Forward reaction prediction with 1.9M reactions from USPTO patents (1976-2016). (1) Given the reactants C[N+]1([O-])CCOCC1.[CH2:9]([O:11][C:12]1[C:17]([CH:18]([CH3:20])[CH3:19])=[CH:16][C:15]([CH:21]([CH3:23])[CH3:22])=[CH:14][C:13]=1[C:24]1[N:28]2[CH:29]=[C:30]([CH2:33][OH:34])[CH:31]=[CH:32][C:27]2=[N:26][CH:25]=1)[CH3:10], predict the reaction product. The product is: [CH2:9]([O:11][C:12]1[C:17]([CH:18]([CH3:19])[CH3:20])=[CH:16][C:15]([CH:21]([CH3:23])[CH3:22])=[CH:14][C:13]=1[C:24]1[N:28]2[CH:29]=[C:30]([CH:33]=[O:34])[CH:31]=[CH:32][C:27]2=[N:26][CH:25]=1)[CH3:10]. (2) Given the reactants [Cl:1][C:2]1[CH:7]=[C:6]([N+:8]([O-])=O)[CH:5]=[C:4]([Cl:11])[C:3]=1[S:12][C:13]1[CH:18]=[CH:17][C:16]([C:19]([F:22])([F:21])[F:20])=[CH:15][CH:14]=1.[Cl-].[NH4+].CO, predict the reaction product. The product is: [Cl:11][C:4]1[CH:5]=[C:6]([CH:7]=[C:2]([Cl:1])[C:3]=1[S:12][C:13]1[CH:18]=[CH:17][C:16]([C:19]([F:21])([F:20])[F:22])=[CH:15][CH:14]=1)[NH2:8]. (3) Given the reactants Cl[C:2]([O:4][CH2:5][C:6]1[CH:11]=[CH:10][CH:9]=[CH:8][CH:7]=1)=[O:3].C(N(CC)CC)C.[CH3:19][CH:20]([CH3:29])[CH2:21][C:22](=[O:28])[CH2:23][CH2:24]C(O)=O.[Cl-].[NH4+], predict the reaction product. The product is: [CH3:19][CH:20]([CH3:29])[CH2:21][C:22](=[O:28])[CH2:23][CH2:24][C:2]([O:4][CH2:5][C:6]1[CH:11]=[CH:10][CH:9]=[CH:8][CH:7]=1)=[O:3]. (4) Given the reactants [CH3:1][S:2]([C:5]1[CH:10]=[CH:9][C:8]([CH:11]([CH2:16][CH:17]2[CH2:22][CH2:21][O:20][CH2:19][CH2:18]2)[C:12](=O)[CH:13]=[CH2:14])=[CH:7][CH:6]=1)(=[O:4])=[O:3].[C:23]([O:27][CH2:28][CH3:29])(=[O:26])[CH:24]=O.C([N:32](CC)CC)C.C(O)C, predict the reaction product. The product is: [CH3:1][S:2]([C:5]1[CH:10]=[CH:9][C:8]([CH:11]([C:12]2[NH:32][C:24]([C:23]([O:27][CH2:28][CH3:29])=[O:26])=[CH:14][CH:13]=2)[CH2:16][CH:17]2[CH2:22][CH2:21][O:20][CH2:19][CH2:18]2)=[CH:7][CH:6]=1)(=[O:4])=[O:3]. (5) Given the reactants Cl[C:2]1[N:7]=[C:6]([NH:8][C@H:9]([C:11]2[CH:16]=[CH:15][C:14]([F:17])=[CH:13][CH:12]=2)[CH3:10])[N:5]=[C:4]([NH:18][C:19]2[CH:24]=[N:23][CH:22]=[CH:21][N:20]=2)[CH:3]=1.[NH:25]1[CH2:29][CH2:28][NH:27][C:26]1=[O:30].P([O-])([O-])([O-])=O.[K+].[K+].[K+].O1CCOCC1, predict the reaction product. The product is: [F:17][C:14]1[CH:15]=[CH:16][C:11]([C@@H:9]([NH:8][C:6]2[N:7]=[C:2]([N:25]3[CH2:29][CH2:28][NH:27][C:26]3=[O:30])[CH:3]=[C:4]([NH:18][C:19]3[CH:24]=[N:23][CH:22]=[CH:21][N:20]=3)[N:5]=2)[CH3:10])=[CH:12][CH:13]=1. (6) Given the reactants Br[C:2]1[O:3][C:4]([CH3:7])=[N:5][N:6]=1.[C:8]([N:15]1[CH2:20][CH2:19][NH:18][CH:17]([CH3:21])[CH2:16]1)([O:10][C:11]([CH3:14])([CH3:13])[CH3:12])=[O:9].C(=O)([O-])O.[Na+], predict the reaction product. The product is: [C:11]([O:10][C:8]([N:15]1[CH2:20][CH2:19][N:18]([C:2]2[O:3][C:4]([CH3:7])=[N:5][N:6]=2)[CH:17]([CH3:21])[CH2:16]1)=[O:9])([CH3:14])([CH3:12])[CH3:13].